This data is from Forward reaction prediction with 1.9M reactions from USPTO patents (1976-2016). The task is: Predict the product of the given reaction. (1) Given the reactants [CH3:1][C@@:2]12[C:10](=[O:11])[CH2:9][CH2:8][C@H:7]1[C@@H:6]1[C:12]([CH:14]=[C:15]3[CH2:20][C@@H:19](O)[CH2:18][CH2:17][C@:16]3([CH3:22])[C@H:5]1[CH2:4][CH2:3]2)=[O:13].[CH2:23]([O:26][C:27](Cl)=[O:28])[CH:24]=[CH2:25], predict the reaction product. The product is: [C:27]([C@H:19]1[CH2:18][CH2:17][C@@:16]2([CH3:22])[C:15](=[CH:14][C:12](=[O:13])[C@@H:6]3[C@@H:5]2[CH2:4][CH2:3][C@@:2]2([CH3:1])[C@H:7]3[CH2:8][CH2:9][C:10]2=[O:11])[CH2:20]1)([O:26][CH2:23][CH:24]=[CH2:25])=[O:28]. (2) The product is: [CH:14]1([C:19]2([O:25][CH3:26])[CH2:24][CH2:23][N:22]([C:2]3[CH:12]=[CH:11][C:5]([C:6]([O:8][CH2:9][CH3:10])=[O:7])=[CH:4][CH:3]=3)[CH2:21][CH2:20]2)[CH2:15][CH2:16][CH2:17][CH2:18]1. Given the reactants F[C:2]1[CH:12]=[CH:11][C:5]([C:6]([O:8][CH2:9][CH3:10])=[O:7])=[CH:4][CH:3]=1.Cl.[CH:14]1([C:19]2([O:25][CH3:26])[CH2:24][CH2:23][NH:22][CH2:21][CH2:20]2)[CH2:18][CH2:17][CH2:16][CH2:15]1.C(=O)([O-])[O-].[K+].[K+].O, predict the reaction product. (3) Given the reactants [F:1][C:2]1[CH:3]=[CH:4][C:5]2[O:9][CH:8]=[C:7]([CH3:10])[C:6]=2[CH:11]=1.[C:12](Cl)(=[O:16])[CH:13]([CH3:15])[CH3:14].[Cl-].[Al+3].[Cl-].[Cl-].O, predict the reaction product. The product is: [F:1][C:2]1[CH:3]=[CH:4][C:5]2[O:9][C:8]([C:12](=[O:16])[CH:13]([CH3:15])[CH3:14])=[C:7]([CH3:10])[C:6]=2[CH:11]=1.